This data is from Reaction yield outcomes from USPTO patents with 853,638 reactions. The task is: Predict the reaction yield, written as a fraction of the theoretical maximum amount of product (1.0 means a 100% yield; for example, 0.34 means a 34% yield). (1) The yield is 0.0400. The product is [C:8]([C:6]1[N:5]=[C:4]([C:12]2[CH:17]=[CH:16][CH:15]=[CH:14][C:13]=2[C:18]([F:21])([F:20])[F:19])[N:3]=[C:2]([NH:31][C:24]2[C:25]3[C:26](=[N:27][CH:28]=[CH:29][CH:30]=3)[NH:22][N:23]=2)[CH:7]=1)([CH3:11])([CH3:10])[CH3:9]. The reactants are Cl[C:2]1[CH:7]=[C:6]([C:8]([CH3:11])([CH3:10])[CH3:9])[N:5]=[C:4]([C:12]2[CH:17]=[CH:16][CH:15]=[CH:14][C:13]=2[C:18]([F:21])([F:20])[F:19])[N:3]=1.[NH:22]1[C:26]2=[N:27][CH:28]=[CH:29][CH:30]=[C:25]2[C:24]([NH2:31])=[N:23]1.O.C(=O)(O)[O-].[Na+]. The catalyst is CN1CCCC1=O. (2) The reactants are [CH2:1]([C:10]1[CH:15]=[CH:14][CH:13]=[CH:12][CH:11]=1)[CH2:2][CH2:3][CH2:4][CH2:5][CH2:6][CH2:7][CH:8]=[CH2:9].Br[C:17]1[CH:22]=[CH:21][C:20]([N+:23]([O-:25])=[O:24])=[CH:19][CH:18]=1. No catalyst specified. The product is [N+:23]([C:20]1[CH:21]=[CH:22][C:17]([CH2:9][CH2:8][CH2:7][CH2:6][CH2:5][CH2:4][CH2:3][CH2:2][CH2:1][C:10]2[CH:15]=[CH:14][CH:13]=[CH:12][CH:11]=2)=[CH:18][CH:19]=1)([O-:25])=[O:24]. The yield is 0.540.